From a dataset of Catalyst prediction with 721,799 reactions and 888 catalyst types from USPTO. Predict which catalyst facilitates the given reaction. (1) Reactant: [ClH:1].Cl.[NH2:3][CH:4]1[CH2:9][CH2:8][N:7]([CH2:10][C@H:11]2[N:22]3[C:23]4[N:14]([C:15](=[O:25])[CH:16]=[N:17][C:18]=4[CH:19]=[CH:20][C:21]3=[O:24])[CH2:13][CH2:12]2)[CH2:6][CH2:5]1.[S:26]1[C:35]2[CH:34]=[C:33]([CH:36]=O)[N:32]=[CH:31][C:30]=2[O:29][CH2:28][CH2:27]1.C(O)(=O)C.C([O-])(=O)C.[Na+]. Product: [ClH:1].[ClH:1].[S:26]1[C:35]2[CH:34]=[C:33]([CH2:36][NH:3][CH:4]3[CH2:9][CH2:8][N:7]([CH2:10][C@H:11]4[N:22]5[C:23]6[N:14]([C:15](=[O:25])[CH:16]=[N:17][C:18]=6[CH:19]=[CH:20][C:21]5=[O:24])[CH2:13][CH2:12]4)[CH2:6][CH2:5]3)[N:32]=[CH:31][C:30]=2[O:29][CH2:28][CH2:27]1. The catalyst class is: 100. (2) Reactant: [CH3:1][N:2]([CH3:10])[CH2:3][CH2:4][C:5](=O)[CH2:6][C:7]#[N:8].O.[NH2:12][NH2:13]. Product: [CH3:1][N:2]([CH3:10])[CH2:3][CH2:4][C:5]1[CH:6]=[C:7]([NH2:8])[NH:13][N:12]=1. The catalyst class is: 8. (3) Product: [Cl:1][C:2]1[C:3]([C:36]2[C:44]3[C:39](=[CH:40][CH:41]=[CH:42][CH:43]=3)[NH:38][CH:37]=2)=[N:4][C:5]([NH:8][CH:9]2[CH2:14][CH2:13][N:12]([CH2:15][C:16]3[CH:17]=[CH:18][C:19]([NH:22][C:23](=[O:35])/[CH:24]=[CH:25]/[CH2:26][NH:27][C:28](=[O:29])[C:47]([F:50])([F:49])[F:48])=[CH:20][CH:21]=3)[CH2:11][CH2:10]2)=[N:6][CH:7]=1. The catalyst class is: 2. Reactant: [Cl:1][C:2]1[C:3]([C:36]2[C:44]3[C:39](=[CH:40][CH:41]=[CH:42][CH:43]=3)[NH:38][CH:37]=2)=[N:4][C:5]([NH:8][CH:9]2[CH2:14][CH2:13][N:12]([CH2:15][C:16]3[CH:21]=[CH:20][C:19]([NH:22][C:23](=[O:35])/[CH:24]=[CH:25]/[CH2:26][NH:27][C:28](=O)[O:29]C(C)(C)C)=[CH:18][CH:17]=3)[CH2:11][CH2:10]2)=[N:6][CH:7]=1.C(O)([C:47]([F:50])([F:49])[F:48])=O.Cl. (4) Reactant: Cl[C:2]1[N:3]=[C:4]2[C:10]([C:11]3[CH:16]=[CH:15][CH:14]=[CH:13][CH:12]=3)=[C:9]([C:17]3[CH:22]=[CH:21][C:20]([C:23]4([NH:27][C:28](=[O:34])[O:29][C:30]([CH3:33])([CH3:32])[CH3:31])[CH2:26][CH2:25][CH2:24]4)=[CH:19][CH:18]=3)[O:8][C:5]2=[N:6][CH:7]=1.[N:35]1[CH:40]=[C:39](B(O)O)[CH:38]=[N:37][CH:36]=1.P([O-])([O-])([O-])=O.[K+].[K+].[K+].O. Product: [C:11]1([C:10]2[C:4]3[C:5](=[N:6][CH:7]=[C:2]([C:39]4[CH:40]=[N:35][CH:36]=[N:37][CH:38]=4)[N:3]=3)[O:8][C:9]=2[C:17]2[CH:22]=[CH:21][C:20]([C:23]3([NH:27][C:28](=[O:34])[O:29][C:30]([CH3:33])([CH3:32])[CH3:31])[CH2:26][CH2:25][CH2:24]3)=[CH:19][CH:18]=2)[CH:16]=[CH:15][CH:14]=[CH:13][CH:12]=1. The catalyst class is: 128. (5) Reactant: ClC1C=C(C2C(C3CO3)OCCN(C([O-])=O)C2)C=CC=1Cl.[Cl:22][C:23]1[CH:24]=[C:25]([CH:30]2[CH:36]([CH:37]3[CH2:39][O:38]3)[O:35][CH2:34][CH2:33][N:32]([C:40]([O:42][C:43]([CH3:46])([CH3:45])[CH3:44])=[O:41])[CH2:31]2)[CH:26]=[CH:27][C:28]=1[Cl:29].[CH3:47][S-:48].[Na+].O. Product: [Cl:22][C:23]1[CH:24]=[C:25]([CH:30]2[CH:36]([CH:37]([OH:38])[CH2:39][S:48][CH3:47])[O:35][CH2:34][CH2:33][N:32]([C:40]([O:42][C:43]([CH3:46])([CH3:45])[CH3:44])=[O:41])[CH2:31]2)[CH:26]=[CH:27][C:28]=1[Cl:29]. The catalyst class is: 3. (6) Reactant: Cl[C:2]1[C:11]2[C:6](=[CH:7][C:8]([S:12]([NH:15][C:16]3[S:17][CH:18]=[N:19][N:20]=3)(=[O:14])=[O:13])=[CH:9][CH:10]=2)[N:5]=[CH:4][CH:3]=1.[Cl:21][C:22]1[CH:27]=[CH:26][C:25](B(O)O)=[C:24]([O:31][CH3:32])[CH:23]=1.C(=O)([O-])[O-].[K+].[K+]. Product: [Cl:21][C:22]1[CH:27]=[CH:26][C:25]([C:2]2[C:11]3[C:6](=[CH:7][C:8]([S:12]([NH:15][C:16]4[S:17][CH:18]=[N:19][N:20]=4)(=[O:14])=[O:13])=[CH:9][CH:10]=3)[N:5]=[CH:4][CH:3]=2)=[C:24]([O:31][CH3:32])[CH:23]=1. The catalyst class is: 73. (7) Reactant: C[O:2][C:3]1[C:4]([CH3:27])=[C:5]([C:18]([O:25]C)=[C:19]([O:23][CH3:24])[C:20]=1[O:21][CH3:22])[CH2:6][C:7]1[CH:8]=[CH:9][C:10]([O:16][CH3:17])=[C:11]([CH:15]=1)[C:12]([OH:14])=[O:13].O=[N+]([O-])[O-].[O-][N+](=O)[O-].[O-][N+](=O)[O-].[O-][N+](=O)[O-].[O-][N+](=O)[O-].[O-][N+](=O)[O-].[Ce+4].[NH4+].[NH4+]. Product: [CH3:22][O:21][C:20]1[C:3](=[O:2])[C:4]([CH3:27])=[C:5]([CH2:6][C:7]2[CH:8]=[CH:9][C:10]([O:16][CH3:17])=[C:11]([CH:15]=2)[C:12]([OH:14])=[O:13])[C:18](=[O:25])[C:19]=1[O:23][CH3:24]. The catalyst class is: 47. (8) Reactant: [O:1]1[CH2:6][CH2:5][CH:4]([N:7]([C:17](=[O:22])[C:18]([F:21])([F:20])[F:19])[C:8]2[CH:16]=[N:15][CH:14]=[CH:13][C:9]=2[C:10](O)=[O:11])[CH2:3][CH2:2]1.C(Cl)(=O)C([Cl:26])=O.CN(C)C=O. Product: [O:1]1[CH2:6][CH2:5][CH:4]([N:7]([C:17](=[O:22])[C:18]([F:21])([F:20])[F:19])[C:8]2[CH:16]=[N:15][CH:14]=[CH:13][C:9]=2[C:10]([Cl:26])=[O:11])[CH2:3][CH2:2]1. The catalyst class is: 4. (9) Reactant: [OH:1][C:2]1[CH:10]=[CH:9][C:5]([C:6]([OH:8])=O)=[CH:4][C:3]=1[CH3:11].C1N=CN(C(N2C=NC=C2)=O)C=1.O[NH:25][C:26]([C:28]1[CH:36]=[CH:35][C:34]2[NH:33][C:32]3[CH:37]([CH2:40][C:41]([O:43][CH2:44][CH3:45])=[O:42])[CH2:38][CH2:39][C:31]=3[C:30]=2[CH:29]=1)=[NH:27]. The catalyst class is: 12. Product: [OH:1][C:2]1[CH:10]=[CH:9][C:5]([C:6]2[O:8][N:27]=[C:26]([C:28]3[CH:36]=[CH:35][C:34]4[NH:33][C:32]5[CH:37]([CH2:40][C:41]([O:43][CH2:44][CH3:45])=[O:42])[CH2:38][CH2:39][C:31]=5[C:30]=4[CH:29]=3)[N:25]=2)=[CH:4][C:3]=1[CH3:11].